From a dataset of Experimentally validated miRNA-target interactions with 360,000+ pairs, plus equal number of negative samples. Binary Classification. Given a miRNA mature sequence and a target amino acid sequence, predict their likelihood of interaction. (1) The miRNA is hsa-miR-4298 with sequence CUGGGACAGGAGGAGGAGGCAG. The protein sequence of the target gene is MNQELLSVGSKRRRTGGSLRGNPSSSQVDEEQMNRVVEEEQQQQLRQQEEEHTARNGEVVGVEPRPGGQNDSQQGQLEENNNRFISVDEDSSGNQEEQEEDEEHAGEQDEEDEEEEEMDQESDDFDQSDDSSREDEHTHTNSVTNSSSIVDLPVHQLSSPFYTKTTKMKRKLDHGSEVRSFSLGKKPCKVSEYTSTTGLVPCSATPTTFGDLRAANGQGQQRRRITSVQPPTGLQEWLKMFQSWSGPEKLLALDELIDSCEPTQVKHMMQVIEPQFQRDFISLLPKELALYVLSFLEPKD.... Result: 1 (interaction). (2) The miRNA is hsa-miR-4465 with sequence CUCAAGUAGUCUGACCAGGGGA. The protein sequence of the target gene is MVTRFLGPRYRELVKNWVPTAYTWGAVGAVGLVWATDWRLILDWVPYINGKFKKDN. Result: 1 (interaction). (3) The miRNA is hsa-miR-660-5p with sequence UACCCAUUGCAUAUCGGAGUUG. The protein sequence of the target gene is MSQVLGKPQPQGEDGGEDQEEDELVGLAGYEDGPESSDAELDSGPEEGESRRNSWMPRSWCSEATRHECWEPGLWRSSHLLGIGGGWRMLRRQRQADFFLDFSDPFSTEVKPRILLMGLRRSGKSSIQKVVFHKMSPSETLFLESTNRICREDVSNSSFVNFQIWDFPGQIDFFDPTFDYEMIFRGTGALIFVIDSQDDYMEALARLHLTVTRAYKVNTDINFEVFIHKVDGLSDDHKIETQRDIHQRANDDLADAGLEKIHLSFYLTSIYDHSIFEAFSKVVQKLIPQLPTLENLLNIF.... Result: 0 (no interaction). (4) The miRNA is hsa-miR-6860 with sequence ACUGGGCAGGGCUGUGGUGAGU. The protein sequence of the target gene is MAAPVGPVKFWRPGTEGPGVSISEERQSLAENSGTTVVYNPYAALSIEQQRQKLPVFKLRNHILYLIENYQTVVIVGETGCGKSTQIPQYLAEAGWTAEGRVVGVTQPRRVAAVTVAGRVAEERGAVLGHEVGYCIRFDDCTDQLATRIKFLTDGMLVREMMVDPLLTKYSVIMLDEAHERTLYTDIAIGLLKKIQKKRGDLRLIVASATLDADKFRDFFNQNETSDPARDTCVILTVEGRTFPVDIFYLQSPVPDYIKSTVETVVKIHQTEGDGDVLAFLTGQEEVETVVSMLIEQARA.... Result: 0 (no interaction).